Dataset: Full USPTO retrosynthesis dataset with 1.9M reactions from patents (1976-2016). Task: Predict the reactants needed to synthesize the given product. Given the product [Cl:32][C:26]1[CH:27]=[C:28]([Cl:31])[CH:29]=[CH:30][C:25]=1[N:13]1[C:14]([C:18]2[CH:19]=[CH:20][C:21]([O:24][S:44]([CH2:41][CH2:42][CH3:43])(=[O:46])=[O:45])=[CH:22][CH:23]=2)=[C:15]([CH2:16][OH:17])[C:11]([C:9](=[O:10])[NH:8][CH:5]2[CH2:6][CH2:7][C:2]([F:1])([F:33])[CH2:3][CH2:4]2)=[N:12]1, predict the reactants needed to synthesize it. The reactants are: [F:1][C:2]1([F:33])[CH2:7][CH2:6][CH:5]([NH:8][C:9]([C:11]2[C:15]([CH2:16][OH:17])=[C:14]([C:18]3[CH:23]=[CH:22][C:21]([OH:24])=[CH:20][CH:19]=3)[N:13]([C:25]3[CH:30]=[CH:29][C:28]([Cl:31])=[CH:27][C:26]=3[Cl:32])[N:12]=2)=[O:10])[CH2:4][CH2:3]1.C(N(CC)CC)C.[CH2:41]([S:44](Cl)(=[O:46])=[O:45])[CH2:42][CH3:43].O.